Dataset: Full USPTO retrosynthesis dataset with 1.9M reactions from patents (1976-2016). Task: Predict the reactants needed to synthesize the given product. (1) The reactants are: [C:1]([O:4][CH2:5][CH2:6][CH2:7][C@H:8]([NH:18][C:19]([O:21][C:22]([CH3:25])([CH3:24])[CH3:23])=[O:20])[CH2:9][O:10][Si:11]([C:14]([CH3:17])([CH3:16])[CH3:15])([CH3:13])[CH3:12])(=[O:3])[CH3:2].[CH3:26]I.[H-].[Na+]. Given the product [C:1]([O:4][CH2:5][CH2:6][CH2:7][C@H:8]([N:18]([C:19]([O:21][C:22]([CH3:25])([CH3:24])[CH3:23])=[O:20])[CH3:26])[CH2:9][O:10][Si:11]([C:14]([CH3:15])([CH3:16])[CH3:17])([CH3:12])[CH3:13])(=[O:3])[CH3:2], predict the reactants needed to synthesize it. (2) Given the product [CH2:15]([N:22]1[C:6](=[O:14])[C:7]2[CH:13]=[CH:12][CH:11]=[N:10][C:8]=2[N:9]=[C:4]1[CH2:1][CH2:2][CH3:3])[C:16]1[CH:21]=[CH:20][CH:19]=[CH:18][CH:17]=1, predict the reactants needed to synthesize it. The reactants are: [CH2:1]([C:4]1O[C:6](=[O:14])[C:7]2[CH:13]=[CH:12][CH:11]=[N:10][C:8]=2[N:9]=1)[CH2:2][CH3:3].[CH2:15]([NH2:22])[C:16]1[CH:21]=[CH:20][CH:19]=[CH:18][CH:17]=1.[OH-].[Na+].Cl.